Dataset: Full USPTO retrosynthesis dataset with 1.9M reactions from patents (1976-2016). Task: Predict the reactants needed to synthesize the given product. (1) Given the product [CH2:1]([O:3][C:4]1[CH:14]=[C:13]([N+:15]([O-:17])=[O:16])[CH:12]=[CH:11][C:5]=1[C:6]([OH:8])=[O:7])[CH3:2], predict the reactants needed to synthesize it. The reactants are: [CH2:1]([O:3][C:4]1[CH:14]=[C:13]([N+:15]([O-:17])=[O:16])[CH:12]=[CH:11][C:5]=1[C:6]([O:8]CC)=[O:7])[CH3:2].O. (2) Given the product [CH3:38][O:37][C:34]1[CH:35]=[CH:36][C:31]([C:30]([NH:3][C@@H:4]([C:8]([N:10]2[CH2:15][CH2:14][CH:13]([CH:16]3[CH2:17][CH2:18][N:19]([CH3:22])[CH2:20][CH2:21]3)[CH2:12][CH2:11]2)=[O:9])[CH:5]([CH3:6])[CH3:7])=[O:39])=[CH:32][CH:33]=1, predict the reactants needed to synthesize it. The reactants are: Cl.Cl.[NH2:3][C@@H:4]([C:8]([N:10]1[CH2:15][CH2:14][CH:13]([CH:16]2[CH2:21][CH2:20][N:19]([CH3:22])[CH2:18][CH2:17]2)[CH2:12][CH2:11]1)=[O:9])[CH:5]([CH3:7])[CH3:6].C(N(CC)CC)C.[C:30](Cl)(=[O:39])[C:31]1[CH:36]=[CH:35][C:34]([O:37][CH3:38])=[CH:33][CH:32]=1. (3) Given the product [NH2:11][CH2:10][C:7]1[CH:6]=[C:5]([C:19]([NH:20][C:21]2[NH:22][C:23]([C:27]3[CH:32]=[CH:31][C:30]([C:33]([F:36])([F:35])[F:34])=[CH:29][CH:28]=3)=[C:24]([CH3:26])[N:25]=2)=[O:37])[C:4]([CH:3]([F:38])[F:2])=[N:9][CH:8]=1, predict the reactants needed to synthesize it. The reactants are: Cl.[F:2][CH:3]([F:38])[C:4]1[N:9]=[CH:8][C:7]([CH2:10][NH:11]C(=O)OC(C)(C)C)=[CH:6][C:5]=1[C:19](=[O:37])[NH:20][C:21]1[NH:22][C:23]([C:27]2[CH:32]=[CH:31][C:30]([C:33]([F:36])([F:35])[F:34])=[CH:29][CH:28]=2)=[C:24]([CH3:26])[N:25]=1. (4) Given the product [OH:1][CH2:2][C@@H:3]1[CH2:4][C@H:5]2[C@H:6]([O:11]2)[C@:7]1([CH3:9])[OH:8], predict the reactants needed to synthesize it. The reactants are: [OH:1][CH2:2][C@H:3]1[C@@:7]([CH3:9])([OH:8])[CH:6]=[CH:5][CH2:4]1.C(=O)(O)[O-:11].[Na+].ClC1C=CC=C(C(OO)=O)C=1. (5) Given the product [NH2:26][C:27]1[CH:32]=[CH:31][C:30]([C:2]2[N:11]=[C:10]([NH:12][CH2:13][CH:14]([C:20]3[CH:25]=[CH:24][CH:23]=[CH:22][CH:21]=3)[C:15]3[NH:16][CH:17]=[CH:18][CH:19]=3)[C:9]3[C:4](=[CH:5][CH:6]=[CH:7][CH:8]=3)[N:3]=2)=[C:29]([CH3:36])[CH:28]=1, predict the reactants needed to synthesize it. The reactants are: Cl[C:2]1[N:11]=[C:10]([NH:12][CH2:13][CH:14]([C:20]2[CH:25]=[CH:24][CH:23]=[CH:22][CH:21]=2)[C:15]2[NH:16][CH:17]=[CH:18][CH:19]=2)[C:9]2[C:4](=[CH:5][CH:6]=[CH:7][CH:8]=2)[N:3]=1.[NH2:26][C:27]1[CH:32]=[CH:31][C:30](B(O)O)=[C:29]([CH3:36])[CH:28]=1. (6) Given the product [O:14]1[CH2:20][CH2:19][CH2:18][N:17]([CH2:21][C:10]2[N:2]3[C:3]([C:4]([NH2:7])=[N:5][CH:6]=[N:1]3)=[CH:8][CH:9]=2)[CH2:16][CH2:15]1, predict the reactants needed to synthesize it. The reactants are: [N:1]1[N:2]2[CH:10]=[CH:9][CH:8]=[C:3]2[C:4]([NH2:7])=[N:5][CH:6]=1.C=O.Cl.[O:14]1[CH2:20][CH2:19][CH2:18][NH:17][CH2:16][CH2:15]1.[C:21]([O-])(=O)C.[K+].